Task: Predict the reaction yield, written as a fraction of the theoretical maximum amount of product (1.0 means a 100% yield; for example, 0.34 means a 34% yield).. Dataset: Reaction yield outcomes from USPTO patents with 853,638 reactions (1) The reactants are Cl[C:2]1[N:7]=[C:6]([NH:8][C:9]2[CH:14]=[CH:13][C:12]3[O:15][CH2:16][CH2:17][O:18][C:11]=3[CH:10]=2)[C:5]([F:19])=[CH:4][N:3]=1.C(N(CC)C(C)C)(C)C.[CH2:29]([O:35][C:36]1[CH:42]=[CH:41][C:39]([NH2:40])=[CH:38][CH:37]=1)[CH2:30][CH2:31][CH2:32][CH2:33][CH3:34]. The catalyst is C(O)CO. The product is [CH2:17]1[CH2:16][O:15][C:12]2[CH:13]=[CH:14][C:9]([NH:8][C:6]3[C:5]([F:19])=[CH:4][N:3]=[C:2]([NH:40][C:39]4[CH:38]=[CH:37][C:36]([O:35][CH2:29][CH2:30][CH2:31][CH2:32][CH2:33][CH3:34])=[CH:42][CH:41]=4)[N:7]=3)=[CH:10][C:11]=2[O:18]1. The yield is 0.230. (2) The reactants are [CH3:1][S:2]([C:5]1[CH:10]=[CH:9][C:8]([N:11]2[CH2:16][CH2:15][N:14]([CH2:17][CH2:18][CH:19]3[CH2:24][CH2:23][NH:22][CH2:21][CH2:20]3)[CH2:13][CH2:12]2)=[CH:7][CH:6]=1)(=[O:4])=[O:3].CCN(CC)CC.Cl[C:33]([O:35][CH2:36][CH2:37][CH3:38])=[O:34].O. The catalyst is C(Cl)Cl. The product is [CH2:36]([O:35][C:33]([N:22]1[CH2:23][CH2:24][CH:19]([CH2:18][CH2:17][N:14]2[CH2:13][CH2:12][N:11]([C:8]3[CH:9]=[CH:10][C:5]([S:2]([CH3:1])(=[O:4])=[O:3])=[CH:6][CH:7]=3)[CH2:16][CH2:15]2)[CH2:20][CH2:21]1)=[O:34])[CH2:37][CH3:38]. The yield is 0.650. (3) The reactants are O=[N+]([O-])[O-].[O-][N+](=O)[O-].[O-][N+](=O)[O-].[O-][N+](=O)[O-].[O-][N+](=O)[O-].[O-][N+](=O)[O-].[Ce+4].[NH4+].[NH4+].[CH2:28]([O:30][C:31]([C:33]1[CH:34]([C:55]2[CH:60]=[CH:59][C:58]([C:61](=[O:69])[NH:62][CH2:63][C:64]3[O:65][CH:66]=[CH:67][CH:68]=3)=[CH:57][CH:56]=2)[C:35]2[C:50](=[O:51])[NH:49][CH:48]([CH:52]([CH3:54])[CH3:53])[C:36]=2[NH:37][C:38]=1[CH2:39][CH2:40][C:41]1[CH:46]=[CH:45][C:44]([F:47])=[CH:43][CH:42]=1)=[O:32])[CH3:29].FC(F)(F)C(O)=O. The catalyst is C(Cl)(Cl)Cl. The product is [CH2:28]([O:30][C:31]([C:33]1[C:34]([C:55]2[CH:56]=[CH:57][C:58]([C:61](=[O:69])[NH:62][CH2:63][C:64]3[O:65][CH:66]=[CH:67][CH:68]=3)=[CH:59][CH:60]=2)=[C:35]2[C:50](=[O:51])[NH:49][CH:48]([CH:52]([CH3:54])[CH3:53])[C:36]2=[N:37][C:38]=1[CH2:39][CH2:40][C:41]1[CH:46]=[CH:45][C:44]([F:47])=[CH:43][CH:42]=1)=[O:32])[CH3:29]. The yield is 0.400. (4) The reactants are [Cl:1][C:2]1[CH:3]=[C:4]([C:8]2[CH:16]=[CH:15][CH:14]=[C:13]3[C:9]=2[CH2:10][C:11](=[O:17])[NH:12]3)[CH:5]=[CH:6][CH:7]=1.[N:18]1([CH2:23][CH2:24][NH:25][C:26]([C:28]2[C:32]([CH3:33])=[C:31]([CH:34]=O)[NH:30][C:29]=2[CH3:36])=[O:27])[CH:22]=[CH:21][N:20]=[N:19]1. The catalyst is C(O)C.N1CCCCC1. The product is [N:18]1([CH2:23][CH2:24][NH:25][C:26]([C:28]2[C:32]([CH3:33])=[C:31]([CH:34]=[C:10]3[C:9]4[C:13](=[CH:14][CH:15]=[CH:16][C:8]=4[C:4]4[CH:5]=[CH:6][CH:7]=[C:2]([Cl:1])[CH:3]=4)[NH:12][C:11]3=[O:17])[NH:30][C:29]=2[CH3:36])=[O:27])[CH:22]=[CH:21][N:20]=[N:19]1. The yield is 0.440. (5) The reactants are [CH3:1][C:2]([O:41][CH2:42][C@@H:43]1[CH2:45][O:44]1)([CH3:40])[CH2:3][N:4]1[CH:8]=[CH:7][C:6]([NH:9][C:10]([CH:12]2[CH:16]([C:17]3[CH:22]=[CH:21][CH:20]=[C:19]([Cl:23])[C:18]=3[F:24])[C:15]([C:27]3[CH:32]=[CH:31][C:30]([Cl:33])=[CH:29][C:28]=3[F:34])([C:25]#[N:26])[CH:14]([CH2:35][C:36]([CH3:39])([CH3:38])[CH3:37])[NH:13]2)=[O:11])=[N:5]1.C(O)(C)C.[OH-].[NH4+:51]. The catalyst is C(Cl)Cl. The product is [NH2:51][CH2:45][C@H:43]([OH:44])[CH2:42][O:41][C:2]([CH3:1])([CH3:40])[CH2:3][N:4]1[CH:8]=[CH:7][C:6]([NH:9][C:10]([CH:12]2[CH:16]([C:17]3[CH:22]=[CH:21][CH:20]=[C:19]([Cl:23])[C:18]=3[F:24])[C:15]([C:27]3[CH:32]=[CH:31][C:30]([Cl:33])=[CH:29][C:28]=3[F:34])([C:25]#[N:26])[CH:14]([CH2:35][C:36]([CH3:38])([CH3:39])[CH3:37])[NH:13]2)=[O:11])=[N:5]1. The yield is 0.241. (6) The reactants are [OH:1][C@@H:2]1[CH2:7][CH2:6][C@H:5]([N:8]2[C:13](=[O:14])[C:12]([CH2:15][C:16]3[CH:21]=[CH:20][C:19]([C:22]4[C:23]([C:28]#[N:29])=[CH:24][CH:25]=[CH:26][CH:27]=4)=[CH:18][CH:17]=3)=[C:11]([CH2:30][CH2:31][CH3:32])[N:10]3[N:33]=[CH:34][N:35]=[C:9]23)[CH2:4][CH2:3]1.[O:36]1[CH:40]=[CH:39][C:38](O)=[N:37]1.C1(P(C2C=CC=CC=2)C2C=CC=CC=2)C=CC=CC=1.[N:62]([C:63]([O:65]C(C)C)=[O:64])=[N:62][C:63]([O:65]C(C)C)=[O:64].Cl.[Cl-].O[NH3+].C(=O)([O-])O.[Na+]. The catalyst is O1CCCC1.O.C(OCC)(=O)C.CS(C)=O. The product is [O:36]1[CH:40]=[CH:39][C:38]([O:1][C@H:2]2[CH2:7][CH2:6][C@H:5]([N:8]3[C:13](=[O:14])[C:12]([CH2:15][C:16]4[CH:21]=[CH:20][C:19]([C:22]5[CH:27]=[CH:26][CH:25]=[CH:24][C:23]=5[C:28]5[NH:62][C:63](=[O:64])[O:65][N:29]=5)=[CH:18][CH:17]=4)=[C:11]([CH2:30][CH2:31][CH3:32])[N:10]4[N:33]=[CH:34][N:35]=[C:9]34)[CH2:4][CH2:3]2)=[N:37]1. The yield is 0.180.